From a dataset of Full USPTO retrosynthesis dataset with 1.9M reactions from patents (1976-2016). Predict the reactants needed to synthesize the given product. (1) Given the product [ClH:32].[ClH:32].[NH2:15][C:12]1[CH:13]=[CH:14][C:9]([NH:8][CH2:7][CH2:6][CH2:5][O:4][CH:1]([CH3:3])[CH3:2])=[C:10]([O:18][CH3:19])[CH:11]=1, predict the reactants needed to synthesize it. The reactants are: [CH:1]([O:4][CH2:5][CH2:6][CH2:7][NH:8][C:9]1[CH:14]=[CH:13][C:12]([N+:15]([O-])=O)=[CH:11][C:10]=1[O:18][CH3:19])([CH3:3])[CH3:2].C1(N)C(F)=C(F)C(F)=C(N)C=1F.[ClH:32].Cl. (2) Given the product [Cl:26][C:10]1[C:11]2[C:16](=[CH:15][C:14]([S:19][C:20]3[CH:25]=[CH:24][CH:23]=[CH:22][CH:21]=3)=[CH:13][CH:12]=2)[C:17]([OH:18])=[C:8]([C:6]([NH:27][CH2:28][C:29]([OH:31])=[O:30])=[O:7])[N:9]=1, predict the reactants needed to synthesize it. The reactants are: C(O[C:6]([C:8]1[N:9]=[C:10]([Cl:26])[C:11]2[C:16]([C:17]=1[OH:18])=[CH:15][C:14]([S:19][C:20]1[CH:25]=[CH:24][CH:23]=[CH:22][CH:21]=1)=[CH:13][CH:12]=2)=[O:7])CCC.[NH2:27][CH2:28][C:29]([OH:31])=[O:30].C[O-].[Na+].